From a dataset of Full USPTO retrosynthesis dataset with 1.9M reactions from patents (1976-2016). Predict the reactants needed to synthesize the given product. (1) Given the product [CH3:27][NH:28][C:29]([N:12]1[CH2:11][CH2:10][N:9]([CH2:13][C:14]2[CH:19]=[CH:18][C:17]([C:20]3[CH:25]=[CH:24][CH:23]=[CH:22][C:21]=3[Cl:26])=[CH:16][CH:15]=2)[CH2:8][CH:7]1[C:1]1[CH:2]=[CH:3][CH:4]=[CH:5][CH:6]=1)=[O:30], predict the reactants needed to synthesize it. The reactants are: [C:1]1([CH:7]2[NH:12][CH2:11][CH2:10][N:9]([CH2:13][C:14]3[CH:19]=[CH:18][C:17]([C:20]4[CH:25]=[CH:24][CH:23]=[CH:22][C:21]=4[Cl:26])=[CH:16][CH:15]=3)[CH2:8]2)[CH:6]=[CH:5][CH:4]=[CH:3][CH:2]=1.[CH3:27][N:28]=[C:29]=[O:30]. (2) The reactants are: [CH3:1][C:2]1[NH:6][N:5]=[C:4]([C:7]2[CH:12]=[CH:11][C:10]([CH3:13])=[C:9]([N+:14]([O-:16])=[O:15])[CH:8]=2)[CH:3]=1.[Si:17](Br)([C:20]([CH3:23])([CH3:22])[CH3:21])([CH3:19])[CH3:18].C([O-])([O-])=O.[Cs+].[Cs+].[Na+].[I-].CN1[C:38](=[O:39])[CH2:37]CC1. Given the product [C:20]([Si:17]([CH3:19])([CH3:18])[O:39][CH2:38][CH2:37][N:6]1[C:2]([CH3:1])=[CH:3][C:4]([C:7]2[CH:12]=[CH:11][C:10]([CH3:13])=[C:9]([N+:14]([O-:16])=[O:15])[CH:8]=2)=[N:5]1)([CH3:23])([CH3:22])[CH3:21], predict the reactants needed to synthesize it.